This data is from Reaction yield outcomes from USPTO patents with 853,638 reactions. The task is: Predict the reaction yield, written as a fraction of the theoretical maximum amount of product (1.0 means a 100% yield; for example, 0.34 means a 34% yield). (1) The product is [NH2:34][C:32](=[O:33])[CH2:31][N:20]([C:16]1[N:15]=[C:14]2[CH:13]=[CH:12][N:11]([S:1]([C:4]3[CH:5]=[CH:6][C:7]([CH3:8])=[CH:9][CH:10]=3)(=[O:2])=[O:3])[C:19]2=[N:18][CH:17]=1)[C:21](=[O:27])[O:22][C:23]([CH3:24])([CH3:26])[CH3:25]. The reactants are [S:1]([N:11]1[C:19]2[C:14](=[N:15][C:16]([NH:20][C:21](=[O:27])[O:22][C:23]([CH3:26])([CH3:25])[CH3:24])=[CH:17][N:18]=2)[CH:13]=[CH:12]1)([C:4]1[CH:10]=[CH:9][C:7]([CH3:8])=[CH:6][CH:5]=1)(=[O:3])=[O:2].[H-].[Na+].Br[CH2:31][C:32]([NH2:34])=[O:33]. The yield is 0.820. The catalyst is CN(C=O)C. (2) The reactants are [C:1]([O:5][C:6](=[O:21])[CH2:7][C@@H:8]([CH2:17][N:18]=[N+:19]=[N-:20])[CH2:9][C@H:10]([CH3:16])[CH2:11][CH2:12][CH2:13][CH2:14][CH3:15])([CH3:4])([CH3:3])[CH3:2].C(OC(=O)C[C@@H](COS(C1C=CC(C)=CC=1)(=O)=O)C[C@@H](C)CCCCC)(C)(C)C. No catalyst specified. The product is [C:1]([O:5][C:6](=[O:21])[CH2:7][C@@H:8]([CH2:17][N:18]=[N+:19]=[N-:20])[CH2:9][C@@H:10]([CH3:16])[CH2:11][CH2:12][CH2:13][CH2:14][CH3:15])([CH3:3])([CH3:4])[CH3:2]. The yield is 0.960. (3) The reactants are [CH3:1][C:2]1[C:3]([C:11]2[S:15][C:14]([C:16]([OH:18])=O)=[CH:13][CH:12]=2)=[N:4][O:5][C:6]=1[C:7]([F:10])([F:9])[F:8].C([N:26]1[CH2:31][CH2:30][NH:29][C@@H:28]([CH2:32][OH:33])[CH2:27]1)(OC(C)(C)C)=O.[ClH:34]. The catalyst is O1CCOCC1. The product is [ClH:34].[OH:33][CH2:32][C@H:28]1[CH2:27][NH:26][CH2:31][CH2:30][N:29]1[C:16]([C:14]1[S:15][C:11]([C:3]2[C:2]([CH3:1])=[C:6]([C:7]([F:8])([F:9])[F:10])[O:5][N:4]=2)=[CH:12][CH:13]=1)=[O:18]. The yield is 0.830. (4) The reactants are [CH3:1][C:2]([OH:8])([CH2:5][CH2:6][CH3:7])[C:3]#[CH:4].CN(C=O)C.CCN(CC)CC.FC(F)(F)S(O[Si:27]([C:30]([CH3:33])([CH3:32])[CH3:31])([CH3:29])[CH3:28])(=O)=O. The catalyst is CCOC(C)=O. The product is [C:30]([Si:27]([CH3:29])([CH3:28])[O:8][C:2]([CH3:1])([CH2:5][CH2:6][CH3:7])[C:3]#[CH:4])([CH3:33])([CH3:32])[CH3:31]. The yield is 0.996. (5) The reactants are [C:1]1([CH2:7][O:8][C:9]([NH:11][C:12]2[CH:13]=[C:14]3[C:19](=[CH:20][CH:21]=2)[CH2:18][N:17](C([O-])=O)[CH2:16][CH2:15]3)=[O:10])C=CC=CC=1.[CH2:25]([Li])[CH2:26][CH2:27][CH3:28].[C:30]([O:35][CH2:36][C@@H:37]1O[CH2:38]1)(=[O:34])CCC.C1C[O:43][CH2:42]C1. No catalyst specified. The product is [OH:43][CH2:42][C@@H:7]1[O:8][C:9](=[O:10])[N:11]([C:12]2[CH:13]=[C:14]3[C:19](=[CH:20][CH:21]=2)[CH2:18][N:17]([C:30]([O:35][CH2:36][C:37]2[CH:38]=[CH:28][CH:27]=[CH:26][CH:25]=2)=[O:34])[CH2:16][CH2:15]3)[CH2:1]1. The yield is 0.690. (6) No catalyst specified. The reactants are [CH2:1]([C:3]1[C:8](=[O:9])[NH:7][C:6]([CH3:10])=[C:5]([C:11]2[S:15][C:14]([S:16](Cl)(=[O:18])=[O:17])=[CH:13][CH:12]=2)[CH:4]=1)[CH3:2].[CH2:20]([N:22]1[CH2:26][CH2:25][CH2:24][CH:23]1[CH2:27][NH:28][CH2:29][CH2:30][CH2:31][NH2:32])[CH3:21]. The product is [CH2:20]([N:22]1[CH2:26][CH2:25][CH2:24][CH:23]1[CH2:27][NH:28][CH2:29][CH2:30][CH2:31][NH:32][S:16]([C:14]1[S:15][C:11]([C:5]2[CH:4]=[C:3]([CH2:1][CH3:2])[C:8](=[O:9])[NH:7][C:6]=2[CH3:10])=[CH:12][CH:13]=1)(=[O:18])=[O:17])[CH3:21]. The yield is 0.190. (7) The reactants are [CH2:1]([N:8]1[N:17]=[C:16](Cl)[C:15]2[C:10](=[CH:11][CH:12]=[CH:13][CH:14]=2)[C:9]1=[O:19])[C:2]1[CH:7]=[CH:6][CH:5]=[CH:4][CH:3]=1.[CH3:20][O:21][C:22]1[CH:27]=[C:26](B2OC(C)(C)C(C)(C)O2)[CH:25]=[CH:24][C:23]=1[OH:37].C([O-])([O-])=O.[Na+].[Na+]. The catalyst is C1(C)C=CC=CC=1.C(O)C.O.C1C=CC([P]([Pd]([P](C2C=CC=CC=2)(C2C=CC=CC=2)C2C=CC=CC=2)([P](C2C=CC=CC=2)(C2C=CC=CC=2)C2C=CC=CC=2)[P](C2C=CC=CC=2)(C2C=CC=CC=2)C2C=CC=CC=2)(C2C=CC=CC=2)C2C=CC=CC=2)=CC=1. The product is [CH2:1]([N:8]1[N:17]=[C:16]([C:26]2[CH:25]=[CH:24][C:23]([OH:37])=[C:22]([O:21][CH3:20])[CH:27]=2)[C:15]2[C:10](=[CH:11][CH:12]=[CH:13][CH:14]=2)[C:9]1=[O:19])[C:2]1[CH:7]=[CH:6][CH:5]=[CH:4][CH:3]=1. The yield is 0.0750. (8) The reactants are [C:1]([C:4]1[CH:5]=[C:6]([CH:38]=[CH:39][CH:40]=1)[CH2:7][C:8]1[C:9](=[O:37])[N:10]([CH2:18][C:19]2[CH:24]=[CH:23][C:22]([C:25]3[CH:30]=[CH:29][CH:28]=[CH:27][C:26]=3[C:31]3[NH:35][C:34](=[O:36])[O:33][N:32]=3)=[CH:21][CH:20]=2)[C:11]([CH2:15][CH2:16][CH3:17])=[N:12][C:13]=1[CH3:14])(=[O:3])[CH3:2].[BH4-].[Na+]. The catalyst is O1CCCC1CO.C(OCC)(=O)C. The product is [OH:3][CH:1]([C:4]1[CH:5]=[C:6]([CH:38]=[CH:39][CH:40]=1)[CH2:7][C:8]1[C:9](=[O:37])[N:10]([CH2:18][C:19]2[CH:24]=[CH:23][C:22]([C:25]3[CH:30]=[CH:29][CH:28]=[CH:27][C:26]=3[C:31]3[NH:35][C:34](=[O:36])[O:33][N:32]=3)=[CH:21][CH:20]=2)[C:11]([CH2:15][CH2:16][CH3:17])=[N:12][C:13]=1[CH3:14])[CH3:2]. The yield is 0.690.